Dataset: Full USPTO retrosynthesis dataset with 1.9M reactions from patents (1976-2016). Task: Predict the reactants needed to synthesize the given product. (1) Given the product [NH2:1][C:2]1[N:7]=[CH:6][C:5]([N:8]([S:9]([C:12]2[CH:17]=[CH:16][C:15]([C:18]([CH3:20])([CH3:21])[CH3:19])=[CH:14][CH:13]=2)(=[O:10])=[O:11])[CH2:22][C:23]([N:28]([CH2:26][CH3:27])[CH2:29][C:30]2[CH:35]=[CH:34][CH:33]=[C:32]([CH3:36])[N:31]=2)=[O:24])=[CH:4][CH:3]=1, predict the reactants needed to synthesize it. The reactants are: [NH2:1][C:2]1[N:7]=[CH:6][C:5]([N:8]([CH2:22][C:23](O)=[O:24])[S:9]([C:12]2[CH:17]=[CH:16][C:15]([C:18]([CH3:21])([CH3:20])[CH3:19])=[CH:14][CH:13]=2)(=[O:11])=[O:10])=[CH:4][CH:3]=1.[CH2:26]([NH:28][CH2:29][C:30]1[CH:35]=[CH:34][CH:33]=[C:32]([CH3:36])[N:31]=1)[CH3:27]. (2) Given the product [C:29]([C:31]1[CH:49]=[C:48]([C:2]2[N:10]=[CH:9][N:8]=[C:7]3[C:3]=2[N:4]=[C:5]([C:11]2[CH:16]=[CH:15][C:14]([N:17]4[CH2:22][CH2:21][O:20][CH2:19][CH2:18]4)=[CH:13][CH:12]=2)[NH:6]3)[CH:47]=[CH:46][C:32]=1[O:33][C@@H:34]1[CH2:38][CH2:37][N:36]([C:39]([O:41][C:42]([CH3:45])([CH3:44])[CH3:43])=[O:40])[CH2:35]1)#[N:30], predict the reactants needed to synthesize it. The reactants are: Cl[C:2]1[N:10]=[CH:9][N:8]=[C:7]2[C:3]=1[N:4]=[C:5]([C:11]1[CH:16]=[CH:15][C:14]([N:17]3[CH2:22][CH2:21][O:20][CH2:19][CH2:18]3)=[CH:13][CH:12]=1)[NH:6]2.C([O-])([O-])=O.[K+].[K+].[C:29]([C:31]1[CH:49]=[C:48](B2OC(C)(C)C(C)(C)O2)[CH:47]=[CH:46][C:32]=1[O:33][C@@H:34]1[CH2:38][CH2:37][N:36]([C:39]([O:41][C:42]([CH3:45])([CH3:44])[CH3:43])=[O:40])[CH2:35]1)#[N:30]. (3) Given the product [C:26]([C:23]1[CH:24]=[N:25][C:20]([NH:19][CH2:18][CH:15]2[CH2:16][CH2:17][N:12]([C:10]([C@@H:8]3[CH2:9][C@H:7]3[C:1]3[CH:2]=[CH:3][CH:4]=[CH:5][CH:6]=3)=[O:11])[CH2:13][CH2:14]2)=[N:21][CH:22]=1)#[CH:27], predict the reactants needed to synthesize it. The reactants are: [C:1]1([C@@H:7]2[CH2:9][C@H:8]2[C:10]([N:12]2[CH2:17][CH2:16][CH:15]([CH2:18][NH:19][C:20]3[N:25]=[CH:24][C:23]([C:26]#[C:27][Si](C)(C)C)=[CH:22][N:21]=3)[CH2:14][CH2:13]2)=[O:11])[CH:6]=[CH:5][CH:4]=[CH:3][CH:2]=1.C(=O)([O-])[O-].[K+].[K+]. (4) Given the product [NH2:24][C:21]1[CH:22]=[CH:23][C:18]([O:17][C:16]2[CH:15]=[CH:14][N:13]=[C:12]3[N:8]([CH2:7][C:6]4[CH:29]=[CH:30][C:3]([O:2][CH3:1])=[CH:4][CH:5]=4)[N:9]=[C:10]([O:38][C@H:37]4[CH2:36][CH2:35][N:34]([C:39]([O:41][C:42]([CH3:44])([CH3:43])[CH3:45])=[O:40])[CH2:33][C@H:32]4[OH:31])[C:11]=23)=[C:19]([F:27])[CH:20]=1, predict the reactants needed to synthesize it. The reactants are: [CH3:1][O:2][C:3]1[CH:30]=[CH:29][C:6]([CH2:7][N:8]2[C:12]3=[N:13][CH:14]=[CH:15][C:16]([O:17][C:18]4[CH:23]=[CH:22][C:21]([N+:24]([O-])=O)=[CH:20][C:19]=4[F:27])=[C:11]3[C:10](I)=[N:9]2)=[CH:5][CH:4]=1.[OH:31][C@H:32]1[C@@H:37]([OH:38])[CH2:36][CH2:35][N:34]([C:39]([O:41][C:42]([CH3:45])([CH3:44])[CH3:43])=[O:40])[CH2:33]1.N1C2C(=CC=C3C=2N=CC=C3)C=CC=1.[F-].[K+]. (5) Given the product [CH:17]([C:2]1[CH:3]=[CH:4][C:5]2[O:9][CH:8]=[C:7]([CH2:10][CH2:11][NH:12][C:13](=[O:15])[CH3:14])[C:6]=2[CH:16]=1)=[CH2:18], predict the reactants needed to synthesize it. The reactants are: I[C:2]1[CH:3]=[CH:4][C:5]2[O:9][CH:8]=[C:7]([CH2:10][CH2:11][NH:12][C:13](=[O:15])[CH3:14])[C:6]=2[CH:16]=1.[CH:17]([Sn](CCCC)(CCCC)CCCC)=[CH2:18]. (6) Given the product [ClH:11].[Cl:11][C:8]1[CH:7]=[C:3]([C:4]([NH2:6])=[O:5])[C:2](=[NH:1])[N:10]([CH2:13][C:14]2[CH:19]=[C:18]([Cl:20])[CH:17]=[CH:16][C:15]=2[S:21]([CH3:24])(=[O:23])=[O:22])[CH:9]=1, predict the reactants needed to synthesize it. The reactants are: [NH2:1][C:2]1[N:10]=[CH:9][C:8]([Cl:11])=[CH:7][C:3]=1[C:4]([NH2:6])=[O:5].Br[CH2:13][C:14]1[CH:19]=[C:18]([Cl:20])[CH:17]=[CH:16][C:15]=1[S:21]([CH3:24])(=[O:23])=[O:22].C(OCC)(=O)C. (7) Given the product [ClH:27].[ClH:27].[NH2:1][CH:2]1[CH2:7][CH2:6][CH2:5][N:4]([C:8]2[C:17]([O:18][CH3:19])=[C:16]3[C:11]([C:12](=[O:26])[C:13]([C:23]([OH:25])=[O:24])=[CH:14][N:15]3[CH:20]3[CH2:22][CH2:21]3)=[CH:10][CH:9]=2)[CH2:3]1, predict the reactants needed to synthesize it. The reactants are: [NH2:1][CH:2]1[CH2:7][CH2:6][CH2:5][N:4]([C:8]2[C:17]([O:18][CH3:19])=[C:16]3[C:11]([C:12](=[O:26])[C:13]([C:23]([OH:25])=[O:24])=[CH:14][N:15]3[CH:20]3[CH2:22][CH2:21]3)=[CH:10][CH:9]=2)[CH2:3]1.[ClH:27]. (8) Given the product [NH2:44][C@@H:20]([CH2:19][S:18][CH2:17][C@H:16]([O:45][C:46](=[O:58])[CH2:47][CH2:48][CH2:49][CH2:50][CH2:51][CH2:52][CH2:53][CH2:54][CH2:55][CH2:56][CH3:57])[CH2:15][O:14][C:1](=[O:13])[CH2:2][CH2:3][CH2:4][CH2:5][CH2:6][CH2:7][CH2:8][CH2:9][CH2:10][CH2:11][CH3:12])[C:21]([NH:23][CH2:24][CH2:25][C:26]1[CH:31]=[CH:30][C:29]([O:32][CH2:33][CH2:34][CH2:35][P:36](=[O:37])([OH:41])[OH:38])=[CH:28][CH:27]=1)=[O:22], predict the reactants needed to synthesize it. The reactants are: [C:1]([O:14][CH2:15][C@@H:16]([O:45][C:46](=[O:58])[CH2:47][CH2:48][CH2:49][CH2:50][CH2:51][CH2:52][CH2:53][CH2:54][CH2:55][CH2:56][CH3:57])[CH2:17][S:18][CH2:19][C@H:20]([NH2:44])[C:21]([NH:23][CH2:24][CH2:25][C:26]1[CH:31]=[CH:30][C:29]([O:32][CH2:33][CH2:34][CH2:35][P:36]([O:41]CC)([O:38]CC)=[O:37])=[CH:28][CH:27]=1)=[O:22])(=[O:13])[CH2:2][CH2:3][CH2:4][CH2:5][CH2:6][CH2:7][CH2:8][CH2:9][CH2:10][CH2:11][CH3:12].C[Si](Br)(C)C. (9) Given the product [CH:20]1([N:17]2[CH2:18][CH2:19][CH:15]([CH2:14][C:10]3[C:9]([Cl:27])=[CH:8][C:7]([C:32]4[CH:33]=[CH:34][S:30][CH:31]=4)=[CH:12][C:11]=3[Cl:13])[C:16]2=[O:26])[CH2:21][CH2:22][CH2:23][CH2:24][CH2:25]1, predict the reactants needed to synthesize it. The reactants are: FC(F)(F)S(O[C:7]1[CH:12]=[C:11]([Cl:13])[C:10]([CH2:14][CH:15]2[CH2:19][CH2:18][N:17]([CH:20]3[CH2:25][CH2:24][CH2:23][CH2:22][CH2:21]3)[C:16]2=[O:26])=[C:9]([Cl:27])[CH:8]=1)(=O)=O.[S:30]1[CH:34]=[CH:33][C:32](B(O)O)=[CH:31]1.C(=O)([O-])[O-].[Na+].[Na+].